Dataset: Forward reaction prediction with 1.9M reactions from USPTO patents (1976-2016). Task: Predict the product of the given reaction. (1) Given the reactants [NH:1]1[CH2:6][CH2:5][O:4][CH2:3][CH2:2]1.C(N(C(C)C)CC)(C)C.Cl[C:17]1[O:18][C:19]2[C:20](=[C:22]([C:34]#[N:35])[C:23]([CH3:33])=[C:24]([C:27]3[CH:32]=[CH:31][CH:30]=[CH:29][CH:28]=3)[C:25]=2[F:26])[N:21]=1, predict the reaction product. The product is: [F:26][C:25]1[C:24]([C:27]2[CH:32]=[CH:31][CH:30]=[CH:29][CH:28]=2)=[C:23]([CH3:33])[C:22]([C:34]#[N:35])=[C:20]2[C:19]=1[O:18][C:17]([N:1]1[CH2:6][CH2:5][O:4][CH2:3][CH2:2]1)=[N:21]2. (2) The product is: [F:18][C:19]1[CH:24]=[CH:23][CH:22]=[CH:21][C:20]=1[C:25]1[CH:30]=[CH:29][N:28]=[C:27]([N:31]2[CH2:32][CH2:33][N:34]([C:8]([NH:7][C:3]3[N:2]=[N:1][CH:6]=[CH:5][CH:4]=3)=[O:15])[CH2:35][CH2:36]2)[N:26]=1. Given the reactants [N:1]1[CH:6]=[CH:5][CH:4]=[C:3]([NH:7][C:8](=[O:15])OCC(Cl)(Cl)Cl)[N:2]=1.Cl.Cl.[F:18][C:19]1[CH:24]=[CH:23][CH:22]=[CH:21][C:20]=1[C:25]1[CH:30]=[CH:29][N:28]=[C:27]([N:31]2[CH2:36][CH2:35][NH:34][CH2:33][CH2:32]2)[N:26]=1, predict the reaction product.